Predict the reactants needed to synthesize the given product. From a dataset of Full USPTO retrosynthesis dataset with 1.9M reactions from patents (1976-2016). The reactants are: Cl.[C:2](=[NH:5])([NH2:4])[CH3:3].C(=O)(O)[O-].[Na+].Br[CH2:12][C:13]([C:15]1[CH:23]=[C:22]2[C:18]([C:19]([CH3:27])([CH3:26])[C:20](=[O:25])[N:21]2[CH3:24])=[CH:17][CH:16]=1)=O. Given the product [CH3:24][N:21]1[C:22]2[C:18](=[CH:17][CH:16]=[C:15]([C:13]3[NH:4][C:2]([CH3:3])=[N:5][CH:12]=3)[CH:23]=2)[C:19]([CH3:26])([CH3:27])[C:20]1=[O:25], predict the reactants needed to synthesize it.